This data is from Forward reaction prediction with 1.9M reactions from USPTO patents (1976-2016). The task is: Predict the product of the given reaction. Given the reactants [Cl:1][C:2]1[N:3]=[CH:4][CH:5]=[C:6]2[C:10]([CH3:11])=[C:9]([CH3:12])[N:8]([CH2:13][C:14]3[CH:19]=[CH:18][C:17]([F:20])=[CH:16][CH:15]=3)[C:7]=12.[CH3:21][C:22]1[CH:29]=[CH:28][C:25]([CH2:26][NH2:27])=[CH:24][CH:23]=1, predict the reaction product. The product is: [ClH:1].[F:20][C:17]1[CH:18]=[CH:19][C:14]([CH2:13][N:8]2[C:7]3=[C:2]([NH:27][CH2:26][C:25]4[CH:28]=[CH:29][C:22]([CH3:21])=[CH:23][CH:24]=4)[N:3]=[CH:4][CH:5]=[C:6]3[C:10]([CH3:11])=[C:9]2[CH3:12])=[CH:15][CH:16]=1.